Predict the reactants needed to synthesize the given product. From a dataset of Full USPTO retrosynthesis dataset with 1.9M reactions from patents (1976-2016). (1) Given the product [C:12]([C:16]1[C:17]([OH:42])=[C:18]([C:36]([CH3:41])=[C:37]([S:39]([CH3:40])=[O:9])[CH:38]=1)[C:19]([NH:21][C:22]1[CH:27]=[CH:26][C:25]([S:28]([C:31]([F:34])([F:32])[F:33])(=[O:30])=[O:29])=[CH:24][C:23]=1[Cl:35])=[O:20])([CH3:15])([CH3:14])[CH3:13], predict the reactants needed to synthesize it. The reactants are: C1C=C(Cl)C=C(C(OO)=[O:9])C=1.[C:12]([C:16]1[C:17]([OH:42])=[C:18]([C:36]([CH3:41])=[C:37]([S:39][CH3:40])[CH:38]=1)[C:19]([NH:21][C:22]1[CH:27]=[CH:26][C:25]([S:28]([C:31]([F:34])([F:33])[F:32])(=[O:30])=[O:29])=[CH:24][C:23]=1[Cl:35])=[O:20])([CH3:15])([CH3:14])[CH3:13]. (2) Given the product [F:20][CH:16]1[CH2:17][CH2:18][CH2:19][N:14]([CH2:13][C:12]2[CH:21]=[CH:22][CH:23]=[CH:24][C:11]=2[S:8]([C:5]2[CH:6]=[CH:7][C:2](/[CH:36]=[CH:35]/[C:34]3[CH:37]=[CH:38][CH:39]=[CH:40][C:33]=3[F:32])=[CH:3][CH:4]=2)(=[O:10])=[O:9])[CH2:15]1, predict the reactants needed to synthesize it. The reactants are: Br[C:2]1[CH:7]=[CH:6][C:5]([S:8]([C:11]2[CH:24]=[CH:23][CH:22]=[CH:21][C:12]=2[CH2:13][N:14]2[CH2:19][CH2:18][CH2:17][CH:16]([F:20])[CH2:15]2)(=[O:10])=[O:9])=[CH:4][CH:3]=1.FC1CCCNC1.[F:32][C:33]1[CH:40]=[CH:39][CH:38]=[CH:37][C:34]=1[CH:35]=[CH2:36].C([O-])(=O)C.[Na+].